From a dataset of Catalyst prediction with 721,799 reactions and 888 catalyst types from USPTO. Predict which catalyst facilitates the given reaction. Reactant: [CH:1]1([C:6]2[C:15]([C:16](=[O:27])[C:17]3[CH:22]=[CH:21][C:20]([C:23]([F:26])([F:25])[F:24])=[CH:19][CH:18]=3)=[C:14]([C:28]3[CH:33]=[CH:32][C:31]([F:34])=[C:30]([F:35])[CH:29]=3)[C:13]3[C:12](=[O:36])[CH2:11][C:10]([CH3:38])([CH3:37])[CH2:9][C:8]=3[N:7]=2)[CH2:5][CH2:4][CH2:3][CH2:2]1. Product: [CH:1]1([C:6]2[C:15]([C:16]([C:17]3[CH:22]=[CH:21][C:20]([C:23]([F:25])([F:26])[F:24])=[CH:19][CH:18]=3)=[O:27])=[C:14]([C:28]3[CH:33]=[CH:32][C:31]([F:34])=[C:30]([F:35])[CH:29]=3)[C:13]3[CH:12]([OH:36])[CH2:11][C:10]([CH3:38])([CH3:37])[CH2:9][C:8]=3[N:7]=2)[CH2:5][CH2:4][CH2:3][CH2:2]1. The catalyst class is: 7.